This data is from Ames mutagenicity test results for genotoxicity prediction. The task is: Regression/Classification. Given a drug SMILES string, predict its toxicity properties. Task type varies by dataset: regression for continuous values (e.g., LD50, hERG inhibition percentage) or binary classification for toxic/non-toxic outcomes (e.g., AMES mutagenicity, cardiotoxicity, hepatotoxicity). Dataset: ames. (1) The compound is Brc1ccccc1. The result is 0 (non-mutagenic). (2) The drug is Nc1ccccc1C(=O)O. The result is 0 (non-mutagenic).